This data is from CYP2C19 inhibition data for predicting drug metabolism from PubChem BioAssay. The task is: Regression/Classification. Given a drug SMILES string, predict its absorption, distribution, metabolism, or excretion properties. Task type varies by dataset: regression for continuous measurements (e.g., permeability, clearance, half-life) or binary classification for categorical outcomes (e.g., BBB penetration, CYP inhibition). Dataset: cyp2c19_veith. The drug is N=C1/C(=C/c2cccs2)C(=O)N=C2SN=C(SCc3ccccc3)N12. The result is 1 (inhibitor).